Dataset: CYP1A2 inhibition data for predicting drug metabolism from PubChem BioAssay. Task: Regression/Classification. Given a drug SMILES string, predict its absorption, distribution, metabolism, or excretion properties. Task type varies by dataset: regression for continuous measurements (e.g., permeability, clearance, half-life) or binary classification for categorical outcomes (e.g., BBB penetration, CYP inhibition). Dataset: cyp1a2_veith. (1) The drug is COc1cc(C2C(C#N)=C(N)Oc3cc(O)ccc32)cc(OC)c1OC. The result is 0 (non-inhibitor). (2) The drug is O=C(O)[C@@H]1C[C@@H](C(=O)O)N1. The result is 1 (inhibitor). (3) The compound is O=c1c(CCc2ccccc2)nc2cncnc2n1-c1ccccc1. The result is 1 (inhibitor).